From a dataset of NCI-60 drug combinations with 297,098 pairs across 59 cell lines. Regression. Given two drug SMILES strings and cell line genomic features, predict the synergy score measuring deviation from expected non-interaction effect. (1) Drug 1: C1CC(=O)NC(=O)C1N2CC3=C(C2=O)C=CC=C3N. Drug 2: C1=CC(=C2C(=C1NCCNCCO)C(=O)C3=C(C=CC(=C3C2=O)O)O)NCCNCCO. Cell line: OVCAR-5. Synergy scores: CSS=42.7, Synergy_ZIP=-4.11, Synergy_Bliss=0.471, Synergy_Loewe=-33.7, Synergy_HSA=2.96. (2) Drug 1: CN1CCC(CC1)COC2=C(C=C3C(=C2)N=CN=C3NC4=C(C=C(C=C4)Br)F)OC. Drug 2: C1=NC2=C(N1)C(=S)N=C(N2)N. Cell line: HL-60(TB). Synergy scores: CSS=48.9, Synergy_ZIP=-2.55, Synergy_Bliss=-13.3, Synergy_Loewe=-27.9, Synergy_HSA=-17.9. (3) Drug 1: CCC1(CC2CC(C3=C(CCN(C2)C1)C4=CC=CC=C4N3)(C5=C(C=C6C(=C5)C78CCN9C7C(C=CC9)(C(C(C8N6C=O)(C(=O)OC)O)OC(=O)C)CC)OC)C(=O)OC)O.OS(=O)(=O)O. Drug 2: CC1=C(C(CCC1)(C)C)C=CC(=CC=CC(=CC(=O)O)C)C. Cell line: HCC-2998. Synergy scores: CSS=29.8, Synergy_ZIP=0.00695, Synergy_Bliss=1.40, Synergy_Loewe=-54.6, Synergy_HSA=-1.81.